Dataset: Full USPTO retrosynthesis dataset with 1.9M reactions from patents (1976-2016). Task: Predict the reactants needed to synthesize the given product. Given the product [ClH:20].[NH2:8][CH:9]([C:11]1[S:12][C:13]([C:16]([OH:18])=[O:17])=[CH:14][CH:21]=1)[CH3:10], predict the reactants needed to synthesize it. The reactants are: C(OC([NH:8][CH:9]([C:11]1[S:12][C:13]([C:16]([O:18]C)=[O:17])=[CH:14]N=1)[CH3:10])=O)(C)(C)C.[ClH:20].[CH3:21]O.